Predict the reactants needed to synthesize the given product. From a dataset of Full USPTO retrosynthesis dataset with 1.9M reactions from patents (1976-2016). (1) Given the product [CH2:17]([NH:16][C:7]1[CH:8]=[C:9]([C:12]([F:13])([F:15])[F:14])[CH:10]=[CH:11][C:6]=1[CH:5]=[CH:4][C:3]([OH:20])=[O:2])[CH2:18][CH3:19], predict the reactants needed to synthesize it. The reactants are: C[O:2][C:3](=[O:20])[CH:4]=[CH:5][C:6]1[CH:11]=[CH:10][C:9]([C:12]([F:15])([F:14])[F:13])=[CH:8][C:7]=1[NH:16][CH2:17][CH2:18][CH3:19].[Li+].[OH-]. (2) Given the product [CH3:1][C:2]1[N:7]=[N:6][C:5]([NH:8][C:21]([N:23]2[CH2:24][CH:25]([O:27][C:28]3[CH:33]=[CH:32][C:31]([C:34]4[CH:39]=[CH:38][CH:37]=[CH:36][C:35]=4[F:40])=[CH:30][N:29]=3)[CH2:26]2)=[O:20])=[CH:4][CH:3]=1, predict the reactants needed to synthesize it. The reactants are: [CH3:1][C:2]1[N:7]=[N:6][C:5]([NH2:8])=[CH:4][CH:3]=1.[H-].[Na+].[N+](C1C=CC([O:20][C:21]([N:23]2[CH2:26][CH:25]([O:27][C:28]3[CH:33]=[CH:32][C:31]([C:34]4[CH:39]=[CH:38][CH:37]=[CH:36][C:35]=4[F:40])=[CH:30][N:29]=3)[CH2:24]2)=O)=CC=1)([O-])=O. (3) Given the product [Br:1][C:2]1[CH:9]=[CH:8][C:5]([C:6]#[N:7])=[C:4]([NH:11][CH:12]2[CH2:17][CH2:16][CH:15]([OH:18])[CH2:14][CH2:13]2)[CH:3]=1, predict the reactants needed to synthesize it. The reactants are: [Br:1][C:2]1[CH:9]=[CH:8][C:5]([C:6]#[N:7])=[C:4](F)[CH:3]=1.[NH2:11][C@H:12]1[CH2:17][CH2:16][C@H:15]([OH:18])[CH2:14][CH2:13]1.C(N(C(C)C)CC)(C)C.CS(C)=O. (4) Given the product [Br:1][C:19]1[C:20]([C:21]2[CH:26]=[CH:25][N:24]=[CH:23][CH:22]=2)=[C:16]([C:13]2[CH:12]=[CH:11][C:10]([F:9])=[CH:15][CH:14]=2)[N:17]([Si:27]([CH:31]([CH3:33])[CH3:32])([CH:34]([CH3:36])[CH3:35])[CH:28]([CH3:29])[CH3:30])[CH:18]=1, predict the reactants needed to synthesize it. The reactants are: [Br:1]N1C(=O)CCC1=O.[F:9][C:10]1[CH:15]=[CH:14][C:13]([C:16]2[N:17]([Si:27]([CH:34]([CH3:36])[CH3:35])([CH:31]([CH3:33])[CH3:32])[CH:28]([CH3:30])[CH3:29])[CH:18]=[CH:19][C:20]=2[C:21]2[CH:26]=[CH:25][N:24]=[CH:23][CH:22]=2)=[CH:12][CH:11]=1. (5) Given the product [N:1]1[C:10]2[C:5](=[CH:6][CH:7]=[CH:8][CH:9]=2)[CH:4]=[C:3]([NH:30][C:13](=[O:14])[O:15][C:16]([CH3:19])([CH3:18])[CH3:17])[CH:2]=1, predict the reactants needed to synthesize it. The reactants are: [N:1]1[C:10]2[C:5](=[CH:6][CH:7]=[CH:8][CH:9]=2)[CH:4]=[C:3](C#N)[CH:2]=1.[C:13](O[C:13]([O:15][C:16]([CH3:19])([CH3:18])[CH3:17])=[O:14])([O:15][C:16]([CH3:19])([CH3:18])[CH3:17])=[O:14].[BH4-].[Na+].[NH2:30]CCNCCN.